From a dataset of Catalyst prediction with 721,799 reactions and 888 catalyst types from USPTO. Predict which catalyst facilitates the given reaction. (1) Reactant: [F:1][C:2]1([C:9]([O:11][CH3:12])=[O:10])[CH2:7][CH:6]2[O:8][CH:3]1[CH:4]=[CH:5]2.[H][H]. Product: [F:1][C@:2]1([C:9]([O:11][CH3:12])=[O:10])[CH2:7][C@H:6]2[O:8][C@@H:3]1[CH2:4][CH2:5]2. The catalyst class is: 99. (2) Reactant: [N+:1]([C:4]1[CH:9]=[CH:8][CH:7]=[CH:6][C:5]=1[S:10]([N:13]1[CH2:19][CH2:18][CH2:17][N:16]2[N:20]=[C:21]([C:23](O)=[O:24])[CH:22]=[C:15]2[CH2:14]1)(=[O:12])=[O:11])([O-:3])=[O:2].[O:26]1[CH2:31][CH2:30][CH2:29][CH2:28][CH:27]1[O:32][NH2:33].F[P-](F)(F)(F)(F)F.C[N+](C)=C(N(C)C)ON1C2N=CC=CC=2N=N1.CN1CCOCC1. Product: [N+:1]([C:4]1[CH:9]=[CH:8][CH:7]=[CH:6][C:5]=1[S:10]([N:13]1[CH2:19][CH2:18][CH2:17][N:16]2[N:20]=[C:21]([C:23]([NH:33][O:32][CH:27]3[CH2:28][CH2:29][CH2:30][CH2:31][O:26]3)=[O:24])[CH:22]=[C:15]2[CH2:14]1)(=[O:12])=[O:11])([O-:3])=[O:2]. The catalyst class is: 2. (3) Reactant: [NH2:1][C:2]1[C:3]2[N:4]([C:12]([CH3:16])=[C:13]([CH3:15])[N:14]=2)[CH:5]=[C:6]([C:8]([O:10][CH3:11])=[O:9])[CH:7]=1.[CH3:17][C:18]1[CH:25]=[CH:24][CH:23]=[C:22]([CH3:26])[C:19]=1[CH2:20]Cl.C(=O)([O-])[O-].[Na+].[Na+].[I-].[K+]. Product: [CH3:15][C:13]1[N:14]=[C:3]2[C:2]([NH:1][CH2:20][C:19]3[C:22]([CH3:26])=[CH:23][CH:24]=[CH:25][C:18]=3[CH3:17])=[CH:7][C:6]([C:8]([O:10][CH3:11])=[O:9])=[CH:5][N:4]2[C:12]=1[CH3:16]. The catalyst class is: 10. (4) Reactant: [NH2:1][C:2]1[CH:7]=[C:6]([O:8][CH3:9])[CH:5]=[CH:4][C:3]=1[S:10]([NH:13][C:14]1[CH:15]=[CH:16][C:17]2[CH2:21][O:20][B:19]([OH:22])[C:18]=2[CH:23]=1)(=[O:12])=[O:11].[F:24][C:25]([F:36])([F:35])[C:26](O[C:26](=[O:27])[C:25]([F:36])([F:35])[F:24])=[O:27].C(OCC)(=O)C.O. Product: [F:24][C:25]([F:36])([F:35])[C:26]([NH:1][C:2]1[CH:7]=[C:6]([O:8][CH3:9])[CH:5]=[CH:4][C:3]=1[S:10](=[O:11])(=[O:12])[NH:13][C:14]1[CH:15]=[CH:16][C:17]2[CH2:21][O:20][B:19]([OH:22])[C:18]=2[CH:23]=1)=[O:27]. The catalyst class is: 3.